This data is from Forward reaction prediction with 1.9M reactions from USPTO patents (1976-2016). The task is: Predict the product of the given reaction. (1) Given the reactants FC(F)(F)C(O)=O.C([CH:15]1[CH2:20][NH:19][CH2:18][CH2:17][N:16]1[C:21]1[C:26]([NH:27][CH:28]([CH3:30])[CH3:29])=[CH:25][CH:24]=[CH:23][N:22]=1)(OC(C)(C)C)=O.C([O-])([O-])=O.[K+].[K+].O, predict the reaction product. The product is: [N:16]1([C:21]2[C:26]([NH:27][CH:28]([CH3:30])[CH3:29])=[CH:25][CH:24]=[CH:23][N:22]=2)[CH2:15][CH2:20][NH:19][CH2:18][CH2:17]1. (2) Given the reactants COC1C=CC(C[N:8]2[C:16]3[C:11](=[CH:12][CH:13]=[C:14]([N:17]4[CH2:22][CH2:21][N:20]5[CH2:23][CH2:24][CH2:25][CH:19]5[CH2:18]4)[CH:15]=3)[CH:10]=[N:9]2)=CC=1.C(O)(C(F)(F)F)=O.N, predict the reaction product. The product is: [CH2:18]1[N:17]([C:14]2[CH:15]=[C:16]3[C:11]([CH:10]=[N:9][NH:8]3)=[CH:12][CH:13]=2)[CH2:22][CH2:21][N:20]2[CH2:23][CH2:24][CH2:25][CH:19]12. (3) Given the reactants [CH3:1][C:2]1[C:10]([N+:11]([O-])=O)=[CH:9][C:5]2[N:6]=[CH:7][S:8][C:4]=2[CH:3]=1.[OH-].[Na+], predict the reaction product. The product is: [NH2:11][C:10]1[C:2]([CH3:1])=[CH:3][C:4]2[S:8][CH:7]=[N:6][C:5]=2[CH:9]=1.